Dataset: Forward reaction prediction with 1.9M reactions from USPTO patents (1976-2016). Task: Predict the product of the given reaction. (1) Given the reactants Br[C:2]1[CH:3]=[CH:4][C:5]2[N:6]([CH:8]=[CH:9][N:10]=2)[CH:7]=1.[F:11][C:12]1[CH:17]=[CH:16][C:15]([C:18]2[O:19][C:20]3[CH:30]=[C:29]([N:31]([CH3:36])[S:32]([CH3:35])(=[O:34])=[O:33])[C:28](B4OC(C)(C)C(C)(C)O4)=[CH:27][C:21]=3[C:22]=2[C:23]([NH:25][CH3:26])=[O:24])=[CH:14][CH:13]=1.[O-]P([O-])([O-])=O.[K+].[K+].[K+], predict the reaction product. The product is: [F:11][C:12]1[CH:17]=[CH:16][C:15]([C:18]2[O:19][C:20]3[CH:30]=[C:29]([N:31]([CH3:36])[S:32]([CH3:35])(=[O:33])=[O:34])[C:28]([C:2]4[CH:3]=[CH:4][C:5]5[N:6]([CH:8]=[CH:9][N:10]=5)[CH:7]=4)=[CH:27][C:21]=3[C:22]=2[C:23]([NH:25][CH3:26])=[O:24])=[CH:14][CH:13]=1. (2) Given the reactants [Br:1][C:2]1[CH:7]=[CH:6][CH:5]=[C:4]([N+:8]([O-])=O)[C:3]=1[CH3:11].[CH3:12]OC(OC)N(C)C.N1CCCC1.O, predict the reaction product. The product is: [Br:1][C:2]1[CH:7]=[CH:6][CH:5]=[C:4]2[C:3]=1[CH:11]=[CH:12][NH:8]2.